This data is from Full USPTO retrosynthesis dataset with 1.9M reactions from patents (1976-2016). The task is: Predict the reactants needed to synthesize the given product. (1) Given the product [F:44][CH:2]([F:1])[O:3][C:4]1[C:8]2[CH:9]=[N:10][C:11]([NH:13][C:14]([NH:16][C@@H:17]([C:19]3[CH:24]=[CH:23][CH:22]=[CH:21][CH:20]=3)[CH3:18])=[O:15])=[CH:12][C:7]=2[NH:6][N:5]=1, predict the reactants needed to synthesize it. The reactants are: [F:1][CH:2]([F:44])[O:3][C:4]1[C:8]2[CH:9]=[N:10][C:11]([NH:13][C:14]([NH:16][C@@H:17]([C:19]3[CH:24]=[CH:23][CH:22]=[CH:21][CH:20]=3)[CH3:18])=[O:15])=[CH:12][C:7]=2[N:6](C(C2C=CC=CC=2)(C2C=CC=CC=2)C2C=CC=CC=2)[N:5]=1. (2) Given the product [Cl:34][C:21]1[CH:22]=[CH:23][C:24]2[C:29](=[CH:28][CH:27]=[CH:26][CH:25]=2)[C:20]=1[O:19][P:18](=[N:1][C@H:2]([C:12]1[CH:17]=[CH:16][CH:15]=[CH:14][CH:13]=1)[C:3]([O:5][CH:6]1[CH2:7][CH2:8][CH2:9][CH2:10][CH2:11]1)=[O:4])=[O:30], predict the reactants needed to synthesize it. The reactants are: [NH2:1][C@H:2]([C:12]1[CH:17]=[CH:16][CH:15]=[CH:14][CH:13]=1)[C:3]([O:5][CH:6]1[CH2:11][CH2:10][CH2:9][CH2:8][CH2:7]1)=[O:4].[P:18](Cl)(Cl)(=[O:30])[O:19][C:20]1[C:29]2[C:24](=[CH:25][CH:26]=[CH:27][CH:28]=2)[CH:23]=[CH:22][CH:21]=1.C(Cl)[Cl:34]. (3) Given the product [CH:16]([O:10][C:2]1[CH:3]=[CH:4][CH:5]=[N:6][CH:7]=1)([CH3:18])[CH3:17], predict the reactants needed to synthesize it. The reactants are: Br[C:2]1[CH:3]=[CH:4][C:5](=O)[NH:6][CH:7]=1.C(=O)([O-])[O-:10].[K+].[K+].I[CH:16]([CH3:18])[CH3:17]. (4) Given the product [ClH:38].[CH3:37][C:31]1[CH:32]=[CH:33][C:34]([CH3:36])=[CH:35][C:30]=1[N:27]1[CH2:28][CH2:29][N:24]([C:22]([CH:10]2[CH2:9][NH:8][CH2:13][CH2:12][N:11]2[C:14]2[CH:19]=[CH:18][C:17]([F:20])=[CH:16][C:15]=2[CH3:21])=[O:23])[CH2:25][CH2:26]1, predict the reactants needed to synthesize it. The reactants are: C(OC([N:8]1[CH2:13][CH2:12][N:11]([C:14]2[CH:19]=[CH:18][C:17]([F:20])=[CH:16][C:15]=2[CH3:21])[CH:10]([C:22]([N:24]2[CH2:29][CH2:28][N:27]([C:30]3[CH:35]=[C:34]([CH3:36])[CH:33]=[CH:32][C:31]=3[CH3:37])[CH2:26][CH2:25]2)=[O:23])[CH2:9]1)=O)(C)(C)C.[ClH:38]. (5) Given the product [O:22]=[C:10]1[NH:11][C:12]2[C:13]3[CH2:21][CH2:20][CH2:19][CH2:18][C:14]=3[CH:15]=[CH:16][C:17]=2[N:8]([C:4]2[CH:3]=[C:2]([NH:1][S:33]([C:28]3[CH:29]=[CH:30][CH:31]=[CH:32][C:27]=3[N+:24]([O-:26])=[O:25])(=[O:34])=[O:35])[CH:7]=[CH:6][CH:5]=2)[C:9]1=[O:23], predict the reactants needed to synthesize it. The reactants are: [NH2:1][C:2]1[CH:3]=[C:4]([N:8]2[C:17]3[CH:16]=[CH:15][C:14]4[CH2:18][CH2:19][CH2:20][CH2:21][C:13]=4[C:12]=3[NH:11][C:10](=[O:22])[C:9]2=[O:23])[CH:5]=[CH:6][CH:7]=1.[N+:24]([C:27]1[CH:32]=[CH:31][CH:30]=[CH:29][C:28]=1[S:33](Cl)(=[O:35])=[O:34])([O-:26])=[O:25]. (6) Given the product [Br:1][C:2]1[CH:3]=[CH:4][C:5]2[O:9][C:8](=[O:10])[N:7]([CH:13]([CH3:15])[CH3:14])[C:6]=2[CH:11]=1, predict the reactants needed to synthesize it. The reactants are: [Br:1][C:2]1[CH:3]=[CH:4][C:5]2[O:9][C:8](=[O:10])[NH:7][C:6]=2[CH:11]=1.I[CH:13]([CH3:15])[CH3:14]. (7) Given the product [NH2:21][C:20]1[C:15]2[C:14]([I:22])=[CH:13][N:12]([C@@H:10]3[CH2:11][C@H:8]([CH2:7][N:28]4[CH2:29][C@@H:24]5[CH2:30][C@H:27]4[CH2:26][S:25]5(=[O:32])=[O:31])[CH2:9]3)[C:16]=2[N:17]=[CH:18][N:19]=1, predict the reactants needed to synthesize it. The reactants are: [C@H]12C[C@H](N([CH2:7][C@@H:8]3[CH2:11][C@H:10]([N:12]4[C:16]5[N:17]=[CH:18][N:19]=[C:20]([NH2:21])[C:15]=5[C:14]([I:22])=[CH:13]4)[CH2:9]3)C1)CS2.[CH:24]12[CH2:30][CH:27]([NH:28][CH2:29]1)[CH2:26][S:25]2(=[O:32])=[O:31].